From a dataset of Forward reaction prediction with 1.9M reactions from USPTO patents (1976-2016). Predict the product of the given reaction. Given the reactants [F:1][C:2]1[CH:3]=[C:4]2[C:8](=[CH:9][CH:10]=1)[N:7]([CH2:11][C:12]([O:14]C)=[O:13])[C:6]([CH3:16])=[C:5]2[CH2:17][C:18]1[CH:23]=[CH:22][C:21](=[O:24])[NH:20][N:19]=1.Br[CH2:26][CH2:27][CH2:28][C:29]([F:32])([F:31])[F:30].[Li+].[OH-], predict the reaction product. The product is: [F:1][C:2]1[CH:3]=[C:4]2[C:8](=[CH:9][CH:10]=1)[N:7]([CH2:11][C:12]([OH:14])=[O:13])[C:6]([CH3:16])=[C:5]2[CH2:17][C:18]1[CH:23]=[CH:22][C:21](=[O:24])[N:20]([CH2:26][CH2:27][CH2:28][C:29]([F:32])([F:31])[F:30])[N:19]=1.